This data is from Forward reaction prediction with 1.9M reactions from USPTO patents (1976-2016). The task is: Predict the product of the given reaction. The product is: [N:5]1[C:6]2[C:11](=[CH:10][CH:9]=[CH:8][CH:7]=2)[C:2]([NH2:24])=[N:3][CH:4]=1. Given the reactants Cl[C:2]1[C:11]2[C:6](=[C:7](OC)[C:8](OC)=[CH:9][CH:10]=2)[N:5]=[CH:4][N:3]=1.Cl.CO[C@@H]1COC[C@H]1[NH2:24].O, predict the reaction product.